This data is from Catalyst prediction with 721,799 reactions and 888 catalyst types from USPTO. The task is: Predict which catalyst facilitates the given reaction. (1) Reactant: Cl.[NH2:2]O.[OH:4]/[CH:5]=[C:6](\[C:9]1[CH:14]=[CH:13][N:12]=[C:11]([S:15][CH3:16])[N:10]=1)/[CH:7]=O.C([O-])(O)=O.[Na+]. Product: [O:4]1[CH:5]=[C:6]([C:9]2[CH:14]=[CH:13][N:12]=[C:11]([S:15][CH3:16])[N:10]=2)[CH:7]=[N:2]1. The catalyst class is: 6. (2) Reactant: [CH:1]1([CH2:5][C:6]2[N:7]=[C:8]([C:11]([NH:13][NH:14][C:15](=O)[CH2:16][C:17]([CH3:23])([CH3:22])[C:18]([O:20][CH3:21])=[O:19])=O)[S:9][CH:10]=2)[CH2:4][CH2:3][CH2:2]1.COC1C=CC(P2(SP(C3C=CC(OC)=CC=3)(=S)S2)=[S:34])=CC=1.O. Product: [CH:1]1([CH2:5][C:6]2[N:7]=[C:8]([C:11]3[S:34][C:15]([CH2:16][C:17]([CH3:23])([CH3:22])[C:18]([O:20][CH3:21])=[O:19])=[N:14][N:13]=3)[S:9][CH:10]=2)[CH2:4][CH2:3][CH2:2]1. The catalyst class is: 11. (3) Reactant: [C:1]([C:4]1[N:9]=[C:8]([C:10]([OH:12])=[O:11])[CH:7]=[CH:6][CH:5]=1)(=O)[NH2:2]. Product: [C:1]([C:4]1[N:9]=[C:8]([C:10]([OH:12])=[O:11])[CH:7]=[CH:6][CH:5]=1)#[N:2]. The catalyst class is: 286. (4) Reactant: [N-:1]=[N+:2]=[N-:3].[Na+].O1CCOCC1.O.[C:12](/[C:14](/[C:19]1[S:20][CH:21]=[CH:22][CH:23]=1)=[CH:15]/[C:16](Cl)=[O:17])#[N:13].O. The catalyst class is: 12. Product: [C:12](/[C:14](/[C:19]1[S:20][CH:21]=[CH:22][CH:23]=1)=[CH:15]/[C:16]([N:1]=[N+:2]=[N-:3])=[O:17])#[N:13]. (5) Product: [NH2:21][CH2:20][CH2:19][CH2:18][CH2:17][CH:14]1[CH2:15][CH2:16][N:11]([CH2:10][CH2:9][OH:8])[CH2:12][CH2:13]1. Reactant: C([O:8][CH2:9][CH2:10][N:11]1[CH2:16][CH2:15][CH:14]([CH2:17][CH2:18][CH2:19][CH2:20][NH2:21])[CH2:13][CH2:12]1)C1C=CC=CC=1. The catalyst class is: 43. (6) Reactant: [Cl:1][C:2]1[C:3]([N:8]2[C:12]([C:13]3[O:26][C:25](=[O:27])[C:24]4[C:23]5[C:18](=[CH:19][CH:20]=[CH:21][N:22]=5)[CH:17]=[CH:16][C:15]=4[N:14]=3)=[CH:11][C:10]([C:28]([F:31])([F:30])[F:29])=[N:9]2)=[N:4][CH:5]=[CH:6][CH:7]=1.[C:32](#[N:34])C.O.CN. Product: [CH3:32][NH:34][C:25]([C:24]1[C:15]([NH:14][C:13]([C:12]2[N:8]([C:3]3[C:2]([Cl:1])=[CH:7][CH:6]=[CH:5][N:4]=3)[N:9]=[C:10]([C:28]([F:30])([F:31])[F:29])[CH:11]=2)=[O:26])=[CH:16][CH:17]=[C:18]2[C:23]=1[N:22]=[CH:21][CH:20]=[CH:19]2)=[O:27]. The catalyst class is: 170. (7) Reactant: [H-].[Na+].[Br:3][C:4]1[C:9]([OH:10])=[CH:8][CH:7]=[CH:6][N:5]=1.I[CH3:12]. Product: [Br:3][C:4]1[C:9]([O:10][CH3:12])=[CH:8][CH:7]=[CH:6][N:5]=1. The catalyst class is: 3. (8) Reactant: C([SiH](CC)CC)C.[CH2:8]([C@H:15]1[CH2:19][O:18][C:17](=[O:20])[N:16]1[C:21](=[O:42])[C@@H:22]([O:32][C:33]1[CH:38]=[CH:37][C:36]([CH:39]([CH3:41])[CH3:40])=[CH:35][CH:34]=1)[C@H:23](O)[C:24]1[CH:29]=[CH:28][C:27]([OH:30])=[CH:26][CH:25]=1)[C:9]1[CH:14]=[CH:13][CH:12]=[CH:11][CH:10]=1. Product: [CH2:8]([C@H:15]1[CH2:19][O:18][C:17](=[O:20])[N:16]1[C:21](=[O:42])[C@@H:22]([O:32][C:33]1[CH:38]=[CH:37][C:36]([CH:39]([CH3:40])[CH3:41])=[CH:35][CH:34]=1)[CH2:23][C:24]1[CH:29]=[CH:28][C:27]([OH:30])=[CH:26][CH:25]=1)[C:9]1[CH:14]=[CH:13][CH:12]=[CH:11][CH:10]=1. The catalyst class is: 55. (9) Reactant: [CH3:1][Si:2]([C:5]#[CH:6])([CH3:4])[CH3:3].[Li]CCCC.C([O:16][C:17]([NH:19][C:20]([CH3:24])([CH3:23])[CH:21]=[O:22])=O)(C)(C)C. Product: [CH3:23][C:20]1([CH3:24])[CH:21]([C:6]#[C:5][Si:2]([CH3:4])([CH3:3])[CH3:1])[O:22][C:17](=[O:16])[NH:19]1. The catalyst class is: 1.